Dataset: Full USPTO retrosynthesis dataset with 1.9M reactions from patents (1976-2016). Task: Predict the reactants needed to synthesize the given product. (1) Given the product [OH:24][C:19]1[CH:20]=[CH:21][CH:22]=[CH:23][C:18]=1[NH:17][C:5]1[N:6]=[C:7]2[C:2]([NH:1][C:46](=[O:51])[N:8]2[C:9]2[CH:14]=[CH:13][CH:12]=[CH:11][C:10]=2[O:15][CH3:16])=[C:3]([C:32]([NH2:74])=[O:33])[N:4]=1, predict the reactants needed to synthesize it. The reactants are: [NH2:1][C:2]1[C:3]([C:32](OCC)=[O:33])=[N:4][C:5]([NH:17][C:18]2[CH:23]=[CH:22][CH:21]=[CH:20][C:19]=2[O:24][Si](C(C)(C)C)(C)C)=[N:6][C:7]=1[NH:8][C:9]1[CH:14]=[CH:13][CH:12]=[CH:11][C:10]=1[O:15][CH3:16].NC1C(C(OCC)=O)=NC(NC2C=CC=CC=2O)=NC=1NC1C=CC=C[C:46]=1[O:51]C.[Si](Cl)(C(C)(C)C)(C)C.[NH:74]1C=CN=C1. (2) Given the product [C:40]1([CH:8]([C:2]2[CH:3]=[CH:4][CH:5]=[CH:6][CH:7]=2)[CH2:9][NH:10][C:11]2[N:19]=[C:18]([CH2:20][NH:21][C:22](=[O:33])[N:23]([CH3:32])[CH2:24][CH2:25][C:26]3[CH:31]=[CH:30][CH:29]=[CH:28][N:27]=3)[N:17]=[C:16]3[C:12]=2[N:13]=[CH:14][NH:15]3)[CH:41]=[CH:42][CH:43]=[CH:44][CH:45]=1, predict the reactants needed to synthesize it. The reactants are: Cl.[C:2]1([CH:8]([C:40]2[CH:45]=[CH:44][CH:43]=[CH:42][CH:41]=2)[CH2:9][NH:10][C:11]2[N:19]=[C:18]([CH2:20][NH:21][C:22](=[O:33])[N:23]([CH3:32])[CH2:24][CH2:25][C:26]3[CH:31]=[CH:30][CH:29]=[CH:28][N:27]=3)[N:17]=[C:16]3[C:12]=2[N:13]=[CH:14][N:15]3C2CCCCO2)[CH:7]=[CH:6][CH:5]=[CH:4][CH:3]=1.